Predict the reactants needed to synthesize the given product. From a dataset of Full USPTO retrosynthesis dataset with 1.9M reactions from patents (1976-2016). (1) Given the product [Cl:3][C:4]1[CH:5]=[CH:6][C:7]([C:10]2[N:14]([CH2:26][O:25][CH2:24][CH2:23][Si:22]([CH3:29])([CH3:28])[CH3:21])[N:13]=[CH:12][C:11]=2[C:15]2[CH:20]=[CH:19][N:18]=[CH:17][CH:16]=2)=[CH:8][CH:9]=1, predict the reactants needed to synthesize it. The reactants are: [H-].[Na+].[Cl:3][C:4]1[CH:9]=[CH:8][C:7]([C:10]2[NH:14][N:13]=[CH:12][C:11]=2[C:15]2[CH:20]=[CH:19][N:18]=[CH:17][CH:16]=2)=[CH:6][CH:5]=1.[CH3:21][Si:22]([CH3:29])([CH3:28])[CH2:23][CH2:24][O:25][CH2:26]Cl.O. (2) Given the product [CH3:15][O:14][C:12]1[CH:11]=[CH:10][C:9]2[CH2:16][C:17](=[O:19])[C:7]3[CH:6]=[CH:5][CH:4]=[CH:3][C:2]=3[CH2:1][C:8]=2[CH:13]=1, predict the reactants needed to synthesize it. The reactants are: [CH2:1]([C:8]1[CH:13]=[C:12]([O:14][CH3:15])[CH:11]=[CH:10][C:9]=1[CH2:16][C:17]([OH:19])=O)[C:2]1[CH:7]=[CH:6][CH:5]=[CH:4][CH:3]=1.CN(C=O)C.C(Cl)(=O)C(Cl)=O.[Al+3].[Cl-].[Cl-].[Cl-]. (3) Given the product [CH3:1][O:2][C:3]([C:5]1[CH2:6][C:7]2([CH2:20][CH2:19][CH2:18][CH2:17][CH2:16]2)[CH2:8][CH2:9][CH:10]=1)=[O:4], predict the reactants needed to synthesize it. The reactants are: [CH3:1][O:2][C:3]([C@H:5]1[C@H:10](OS(C)(=O)=O)[CH2:9][CH2:8][C:7]2([CH2:20][CH2:19][CH2:18][CH2:17][CH2:16]2)[CH2:6]1)=[O:4].N12CCCN=C1CCCCC2.Cl.